From a dataset of Catalyst prediction with 721,799 reactions and 888 catalyst types from USPTO. Predict which catalyst facilitates the given reaction. (1) Reactant: [OH-].[K+].[CH3:3][C@H:4]1[CH2:12][C:11]2[C:6](=[CH:7][C:8]([CH3:13])=[CH:9][CH:10]=2)[C@@H:5]1[NH:14][C:15]1[N:20]=[C:19]([NH2:21])[C:18]([C:22]#[C:23][Si](C)(C)C)=[CH:17][N:16]=1. Product: [CH3:3][C@H:4]1[CH2:12][C:11]2[C:6](=[CH:7][C:8]([CH3:13])=[CH:9][CH:10]=2)[C@@H:5]1[NH:14][C:15]1[N:20]=[C:19]([NH2:21])[C:18]([C:22]#[CH:23])=[CH:17][N:16]=1. The catalyst class is: 24. (2) The catalyst class is: 14. Product: [CH3:12][N:13]1[CH2:18][CH2:17][C:16]2[NH:8][C:3]3[C:2]([CH3:10])=[CH:7][CH:6]=[CH:5][C:4]=3[C:15]=2[CH2:14]1. Reactant: Cl.[C:2]1([CH3:10])[CH:7]=[CH:6][CH:5]=[CH:4][C:3]=1[NH:8]N.Cl.[CH3:12][N:13]1[CH2:18][CH2:17][C:16](=O)[CH2:15][CH2:14]1.Cl. (3) Reactant: [CH:1](O)=O.[CH3:4][O:5][C:6]1[CH:7]=[C:8]([C:12]([CH3:16])([CH3:15])[CH2:13][NH2:14])[CH:9]=[CH:10][CH:11]=1.C=O.C(Cl)Cl. Product: [CH3:4][O:5][C:6]1[CH:7]=[C:8]2[C:9](=[CH:10][CH:11]=1)[CH2:1][NH:14][CH2:13][C:12]2([CH3:16])[CH3:15]. The catalyst class is: 6. (4) Product: [F:24][C:25]([F:38])([F:39])[C:26]1[CH:27]=[C:28]([NH:36][NH:37][C:12](=[O:13])[CH:11]([C:9]2[CH:8]=[CH:7][C:6]3[O:1][CH2:2][CH2:3][O:4][C:5]=3[CH:10]=2)[N:15]2[CH2:20][CH2:19][N:18]3[CH2:21][CH2:22][CH2:23][C@@H:17]3[CH2:16]2)[CH:29]=[C:30]([C:32]([F:35])([F:33])[F:34])[CH:31]=1. Reactant: [O:1]1[C:6]2[CH:7]=[CH:8][C:9]([CH:11]([N:15]3[CH2:20][CH2:19][N:18]4[CH2:21][CH2:22][CH2:23][C@@H:17]4[CH2:16]3)[C:12](O)=[O:13])=[CH:10][C:5]=2[O:4][CH2:3][CH2:2]1.[F:24][C:25]([F:39])([F:38])[C:26]1[CH:27]=[C:28]([NH:36][NH2:37])[CH:29]=[C:30]([C:32]([F:35])([F:34])[F:33])[CH:31]=1.F[P-](F)(F)(F)(F)F.N1(O[P+](N(C)C)(N(C)C)N(C)C)C2C=CC=CC=2N=N1. The catalyst class is: 3.